Dataset: Reaction yield outcomes from USPTO patents with 853,638 reactions. Task: Predict the reaction yield, written as a fraction of the theoretical maximum amount of product (1.0 means a 100% yield; for example, 0.34 means a 34% yield). (1) The reactants are [NH2:1][C:2]1[CH:7]=[C:6]([Br:8])[CH:5]=[CH:4][C:3]=1[OH:9].C([O-])([O-])=O.[K+].[K+].Br[CH:17]([CH3:21])[C:18](Br)=[O:19]. The catalyst is C(#N)C. The product is [Br:8][C:6]1[CH:5]=[CH:4][C:3]2[O:9][CH:17]([CH3:21])[C:18](=[O:19])[NH:1][C:2]=2[CH:7]=1. The yield is 0.370. (2) The reactants are [Cl:1][C:2]1[CH:7]=[CH:6][C:5]([C:8]2[O:9][CH:10]=[C:11]([C:13]([CH3:17])([CH3:16])[CH2:14][NH2:15])[N:12]=2)=[CH:4][CH:3]=1.[F:18][C:19]([F:35])([F:34])[C:20]1[O:24][N:23]=[C:22]([C:25]2[CH:26]=[C:27]([CH:31]=[CH:32][CH:33]=2)[C:28](O)=[O:29])[N:21]=1. No catalyst specified. The product is [Cl:1][C:2]1[CH:3]=[CH:4][C:5]([C:8]2[O:9][CH:10]=[C:11]([C:13]([CH3:17])([CH3:16])[CH2:14][NH:15][C:28](=[O:29])[C:27]3[CH:31]=[CH:32][CH:33]=[C:25]([C:22]4[N:21]=[C:20]([C:19]([F:35])([F:34])[F:18])[O:24][N:23]=4)[CH:26]=3)[N:12]=2)=[CH:6][CH:7]=1. The yield is 0.140. (3) The reactants are [F:1][C:2]([F:34])([F:33])[CH:3]([C:24]1[CH:29]=[C:28]([Cl:30])[C:27]([Cl:31])=[C:26]([Cl:32])[CH:25]=1)/[CH:4]=[CH:5]/[C:6]1[CH:11]=[CH:10][C:9]([NH:12][N:13]2C(=O)C3C(=CC=CC=3)C2=O)=[CH:8][CH:7]=1.O.NN. The catalyst is CCO. The product is [F:34][C:2]([F:1])([F:33])[CH:3]([C:24]1[CH:25]=[C:26]([Cl:32])[C:27]([Cl:31])=[C:28]([Cl:30])[CH:29]=1)/[CH:4]=[CH:5]/[C:6]1[CH:11]=[CH:10][C:9]([NH:12][NH2:13])=[CH:8][CH:7]=1. The yield is 0.660. (4) The product is [CH3:24][N:23]([CH3:25])[C:21]1[C:20]2[C:15](=[CH:16][CH:17]=[CH:18][CH:19]=2)[N:14]=[C:13]([NH:12][C@@H:9]2[CH2:8][CH2:7][C@H:6]([C:4]([OH:5])=[O:3])[CH2:11][CH2:10]2)[N:22]=1. The yield is 0.900. The catalyst is Cl. The reactants are C([O:3][C:4]([C@H:6]1[CH2:11][CH2:10][C@@H:9]([NH:12][C:13]2[N:22]=[C:21]([N:23]([CH3:25])[CH3:24])[C:20]3[C:15](=[CH:16][CH:17]=[CH:18][CH:19]=3)[N:14]=2)[CH2:8][CH2:7]1)=[O:5])C. (5) The reactants are [CH2:1]([O:8][C:9]([N:11]1[CH2:16][CH2:15][NH:14][CH2:13][CH2:12]1)=[O:10])[C:2]1[CH:7]=[CH:6][CH:5]=[CH:4][CH:3]=1.[CH2:17]([O:19][C:20](=[O:25])[C:21](Br)([CH3:23])[CH3:22])[CH3:18].C(=O)([O-])[O-].[K+].[K+]. No catalyst specified. The product is [CH2:1]([O:8][C:9]([N:11]1[CH2:16][CH2:15][N:14]([C:21]([C:20]([O:19][CH2:17][CH3:18])=[O:25])([CH3:23])[CH3:22])[CH2:13][CH2:12]1)=[O:10])[C:2]1[CH:7]=[CH:6][CH:5]=[CH:4][CH:3]=1. The yield is 0.770. (6) The reactants are Cl.[NH:2]1[C:6]2[CH:7]=[CH:8][C:9]([C:11]([N:13]3[CH2:20][C@@H:19]4[C@@H:15]([CH2:16][NH:17][CH2:18]4)[CH2:14]3)=[O:12])=[CH:10][C:5]=2[N:4]=[N:3]1.CN1CCOCC1.[F:28][C:29]([F:43])([F:42])[O:30][C:31]1[CH:36]=[CH:35][C:34](/[CH:37]=[CH:38]/[C:39](O)=[O:40])=[CH:33][CH:32]=1.F[P-](F)(F)(F)(F)F.N1(OC(N(C)C)=[N+](C)C)C2N=CC=CC=2N=N1. The catalyst is CN(C)C=O. The product is [NH:2]1[C:6]2[CH:7]=[CH:8][C:9]([C:11]([N:13]3[CH2:14][C@H:15]4[CH2:16][N:17]([C:39](=[O:40])/[CH:38]=[CH:37]/[C:34]5[CH:33]=[CH:32][C:31]([O:30][C:29]([F:42])([F:43])[F:28])=[CH:36][CH:35]=5)[CH2:18][C@H:19]4[CH2:20]3)=[O:12])=[CH:10][C:5]=2[N:4]=[N:3]1. The yield is 0.790. (7) The reactants are [Br:1][C:2]1[CH:7]=[CH:6][C:5]([C:8]2[C:9]3[CH:16]=[CH:15][C:14]([O:17]C)=[CH:13][C:10]=3[S:11][CH:12]=2)=[CH:4][CH:3]=1.Br. The catalyst is C(O)(=O)C. The product is [Br:1][C:2]1[CH:7]=[CH:6][C:5]([C:8]2[C:9]3[CH:16]=[CH:15][C:14]([OH:17])=[CH:13][C:10]=3[S:11][CH:12]=2)=[CH:4][CH:3]=1. The yield is 0.980. (8) The reactants are CS(C)=O.[CH3:5]C(C)([O-])C.[Na+].[C:11]([C:13]1[CH:18]=[CH:17][C:16](/[CH:19]=[CH:20]/[C:21]([O:23][C:24]([CH3:27])([CH3:26])[CH3:25])=[O:22])=[CH:15][CH:14]=1)#[N:12].CC(OC)(C)C. The catalyst is [Cl-].[Na+].O. The product is [C:11]([C:13]1[CH:18]=[CH:17][C:16]([C@@H:19]2[CH2:5][C@H:20]2[C:21]([O:23][C:24]([CH3:27])([CH3:26])[CH3:25])=[O:22])=[CH:15][CH:14]=1)#[N:12]. The yield is 0.540. (9) The reactants are C([O:3][C:4]([C:6]1[CH:10]=[C:9]([NH:11][CH2:12][C:13](=[O:18])[C:14]([CH3:17])([CH3:16])[CH3:15])[N:8]([C:19]2[CH:24]=[CH:23][CH:22]=[CH:21][CH:20]=2)[N:7]=1)=[O:5])C.[OH-].[Na+]. The catalyst is C(O)C. The product is [CH3:15][C:14]([CH3:17])([CH3:16])[C:13](=[O:18])[CH2:12][NH:11][C:9]1[N:8]([C:19]2[CH:20]=[CH:21][CH:22]=[CH:23][CH:24]=2)[N:7]=[C:6]([C:4]([OH:5])=[O:3])[CH:10]=1. The yield is 0.820.